The task is: Predict which catalyst facilitates the given reaction.. This data is from Catalyst prediction with 721,799 reactions and 888 catalyst types from USPTO. (1) Reactant: Cl[C:2]1[N:9]=[C:8]([NH:10][C:11]2[CH:15]=[C:14]([CH3:16])[NH:13][N:12]=2)[CH:7]=[C:6]([CH3:17])[C:3]=1[C:4]#[N:5].Cl.[F:19][C:20]1[CH:29]=[CH:28][C:23]([O:24][CH2:25][CH2:26][NH2:27])=[CH:22][CH:21]=1.C(=O)([O-])O.[Na+].CS(C)=O. Product: [F:19][C:20]1[CH:29]=[CH:28][C:23]([O:24][CH2:25][CH2:26][NH:27][C:2]2[N:9]=[C:8]([NH:10][C:11]3[CH:15]=[C:14]([CH3:16])[NH:13][N:12]=3)[CH:7]=[C:6]([CH3:17])[C:3]=2[C:4]#[N:5])=[CH:22][CH:21]=1. The catalyst class is: 6. (2) Reactant: [C:1]1([C@@H:7]([NH2:9])[CH3:8])[CH:6]=[CH:5][CH:4]=[CH:3][CH:2]=1.[CH2:10]([N:17]1[CH2:22][CH2:21][C:20](=O)[CH2:19][CH2:18]1)[C:11]1[CH:16]=[CH:15][CH:14]=[CH:13][CH:12]=1. Product: [CH2:10]([N:17]1[CH2:22][CH2:21][C:20](=[N:9][C@H:7]([C:1]2[CH:6]=[CH:5][CH:4]=[CH:3][CH:2]=2)[CH3:8])[CH2:19][CH2:18]1)[C:11]1[CH:16]=[CH:15][CH:14]=[CH:13][CH:12]=1. The catalyst class is: 638. (3) Reactant: CC1C=CC(S(O[CH2:12][CH:13]2[CH2:17][C:16]3[CH:18]=[CH:19][CH:20]=[C:21](Br)[C:15]=3[O:14]2)(=O)=O)=CC=1.[CH3:23][O:24][C:25]1[CH:30]=[CH:29][CH:28]=[CH:27][C:26]=1B(O)O.C(=O)([O-])[O-].[K+].[K+].CC1C=CC(S(OCC2CC3C(C4C=CC=CC=4)=CC=CC=3O2)(=O)=O)=CC=1.CC1C=CC(S(OCC2CC3C=CC=C(C4C=CC=CC=4OC)C=3O2)(=O)=O)=CC=1.S(C1C=CC(C)=CC=1)([O-])(=O)=O.[N-:107]=[N+:108]=[N-:109].[Na+].N(CC1CC2C=C(Cl)C=C(C3C=CSC=3)C=2O1)=[N+]=[N-]. Product: [N:107]([CH2:12][CH:13]1[CH2:17][C:16]2[CH:18]=[CH:19][CH:20]=[C:21]([C:26]3[CH:27]=[CH:28][CH:29]=[CH:30][C:25]=3[O:24][CH3:23])[C:15]=2[O:14]1)=[N+:108]=[N-:109]. The catalyst class is: 608. (4) Reactant: [N+:1]([C:4]1[CH:5]=[C:6]([CH:9]=[C:10]([N+:12]([O-])=O)[CH:11]=1)[C:7]#[N:8])([O-:3])=[O:2]. Product: [C:7]([C:6]1[CH:9]=[C:10]([CH:11]=[C:4]([N+:1]([O-:3])=[O:2])[CH:5]=1)[NH2:12])#[N:8]. The catalyst class is: 541. (5) Reactant: [H-].[Na+].Br[C:4]1[CH:8]=[CH:7][S:6][C:5]=1[C:9]1[O:10][C:11]2[CH:17]=[CH:16][C:15]([C:18]([F:21])([F:20])[F:19])=[CH:14][C:12]=2[N:13]=1.[CH2:22]([SH:24])[CH3:23].O. Product: [CH2:22]([S:24][C:4]1[CH:8]=[CH:7][S:6][C:5]=1[C:9]1[O:10][C:11]2[CH:17]=[CH:16][C:15]([C:18]([F:21])([F:20])[F:19])=[CH:14][C:12]=2[N:13]=1)[CH3:23]. The catalyst class is: 37. (6) Reactant: [CH2:1]([Mg]Br)[CH3:2].[CH2:5]([N:12]1[C:20]2[C:15](=[CH:16][CH:17]=[CH:18][CH:19]=2)[C:14]([C:21]2[O:22][C:23]([CH:26]=[O:27])=[CH:24][CH:25]=2)=[N:13]1)[C:6]1[CH:11]=[CH:10][CH:9]=[CH:8][CH:7]=1. Product: [CH2:5]([N:12]1[C:20]2[C:15](=[CH:16][CH:17]=[CH:18][CH:19]=2)[C:14]([C:21]2[O:22][C:23]([CH:26]([OH:27])[CH2:1][CH3:2])=[CH:24][CH:25]=2)=[N:13]1)[C:6]1[CH:11]=[CH:10][CH:9]=[CH:8][CH:7]=1. The catalyst class is: 165. (7) Reactant: I[C:2]1[CH:7]=[CH:6][CH:5]=[CH:4][C:3]=1[NH:8][C:9]([NH2:11])=[O:10].[C:12]([Si:14]([CH3:17])([CH3:16])[CH3:15])#[CH:13].C(N(CC)CC)C. Product: [CH3:15][Si:14]([C:12]#[C:13][C:2]1[CH:7]=[CH:6][CH:5]=[CH:4][C:3]=1[NH:8][C:9]([NH2:11])=[O:10])([CH3:17])[CH3:16]. The catalyst class is: 538. (8) Reactant: [CH2:1]([N:8]([CH2:15][C:16]1[CH:21]=[CH:20][CH:19]=[CH:18][CH:17]=1)[C@@H:9]([CH2:13][CH3:14])[C:10](O)=[O:11])[C:2]1[CH:7]=[CH:6][CH:5]=[CH:4][CH:3]=1.CN([C:25]([O:29][N:30]1N=NC2C=CC=C[C:31]1=2)=[N+](C)C)C.[B-](F)(F)(F)F.CN1CCOCC1.Cl.CNOC. Product: [CH2:1]([N:8]([CH2:15][C:16]1[CH:21]=[CH:20][CH:19]=[CH:18][CH:17]=1)[C@@H:9]([CH2:13][CH3:14])[C:10]([N:30]([O:29][CH3:25])[CH3:31])=[O:11])[C:2]1[CH:7]=[CH:6][CH:5]=[CH:4][CH:3]=1. The catalyst class is: 4. (9) Reactant: [Br:1][C:2]1[CH:3]=[C:4]([CH:8]=[C:9]([F:11])[CH:10]=1)[C:5](O)=[O:6].CN(C=O)C.C(Cl)(=O)C([Cl:20])=O. Product: [Br:1][C:2]1[CH:3]=[C:4]([CH:8]=[C:9]([F:11])[CH:10]=1)[C:5]([Cl:20])=[O:6]. The catalyst class is: 2. (10) Reactant: [CH2:1]([O:6][C@@H:7]1[C@H:11]([OH:12])[C@@H:10]([CH2:13][OH:14])[O:9][C@H:8]1[N:15]1[C:25]2[N:24]=[C:22]([NH2:23])[NH:21][C:19](=[O:20])[C:18]=2[N:17]=[CH:16]1)[CH2:2][CH2:3][CH2:4][CH3:5].C[Si](Cl)(C)C.[C:31](Cl)(=[O:35])[CH:32]([CH3:34])[CH3:33]. Product: [C:31]([NH:23][C:22]1[NH:21][C:19](=[O:20])[C:18]2[N:17]=[CH:16][N:15]([C:25]=2[N:24]=1)[C@@H:8]1[O:9][C@H:10]([CH2:13][OH:14])[C@@H:11]([OH:12])[C@H:7]1[O:6][CH2:1][CH2:2][CH2:3][CH2:4][CH3:5])(=[O:35])[CH:32]([CH3:34])[CH3:33]. The catalyst class is: 17.